Dataset: Peptide-MHC class II binding affinity with 134,281 pairs from IEDB. Task: Regression. Given a peptide amino acid sequence and an MHC pseudo amino acid sequence, predict their binding affinity value. This is MHC class II binding data. (1) The peptide sequence is GKLQIVDKIDAAFKI. The MHC is DRB1_0802 with pseudo-sequence DRB1_0802. The binding affinity (normalized) is 0.574. (2) The peptide sequence is EVVNDVSTFSSGLVW. The MHC is HLA-DPA10301-DPB10402 with pseudo-sequence HLA-DPA10301-DPB10402. The binding affinity (normalized) is 0.420. (3) The peptide sequence is TGNLKFGLSYKEQVG. The MHC is DRB1_0101 with pseudo-sequence DRB1_0101. The binding affinity (normalized) is 0.417. (4) The peptide sequence is GHRGAINWQKGDTIK. The MHC is DRB1_1101 with pseudo-sequence DRB1_1101. The binding affinity (normalized) is 0.128. (5) The peptide sequence is ENLLWKQIANELNYI. The MHC is DRB1_1302 with pseudo-sequence DRB1_1302. The binding affinity (normalized) is 0.949. (6) The peptide sequence is SELVRIVSTQLKTLM. The MHC is DRB1_0101 with pseudo-sequence DRB1_0101. The binding affinity (normalized) is 0.911. (7) The peptide sequence is ADYLRMWIQAATVMS. The MHC is DRB1_1201 with pseudo-sequence DRB1_1201. The binding affinity (normalized) is 0.631.